Dataset: Catalyst prediction with 721,799 reactions and 888 catalyst types from USPTO. Task: Predict which catalyst facilitates the given reaction. (1) Reactant: CS(O[CH2:6][C@H:7]1[CH2:12][CH2:11][C@H:10]([NH:13][C:14]2[C:19]([N+:20]([O-:22])=[O:21])=[CH:18][N:17]=[C:16]3[CH:23]=[CH:24][S:25][C:15]=23)[CH2:9][CH2:8]1)(=O)=O.[C-:26]#[N:27].[Na+]. Product: [N+:20]([C:19]1[C:14]([NH:13][C@H:10]2[CH2:11][CH2:12][C@H:7]([CH2:6][C:26]#[N:27])[CH2:8][CH2:9]2)=[C:15]2[S:25][CH:24]=[CH:23][C:16]2=[N:17][CH:18]=1)([O-:22])=[O:21]. The catalyst class is: 197. (2) Reactant: [CH3:1][C:2]1[C:3]([NH:25][C@@H:26]2[CH2:30][CH2:29][O:28][CH2:27]2)=[N:4][C:5]([C:14]2[CH:19]=[CH:18][CH:17]=[C:16]([O:20][CH2:21][CH:22]3[CH2:24][O:23]3)[CH:15]=2)=[N:6][C:7]=1[N:8]1[CH2:13][CH2:12][O:11][CH2:10][CH2:9]1.[CH3:31][NH2:32]. Product: [CH3:1][C:2]1[C:7]([N:8]2[CH2:13][CH2:12][O:11][CH2:10][CH2:9]2)=[N:6][C:5]([C:14]2[CH:15]=[C:16]([CH:17]=[CH:18][CH:19]=2)[O:20][CH2:21][CH:22]([OH:23])[CH2:24][NH:32][CH3:31])=[N:4][C:3]=1[NH:25][C@@H:26]1[CH2:30][CH2:29][O:28][CH2:27]1. The catalyst class is: 5. (3) Reactant: [C:1]12([C:8]3[CH2:12][CH:11]=[CH:10][CH:9]=3)[CH2:7][CH:4]([CH2:5][CH2:6]1)[CH2:3][CH2:2]2.[C:13]([C:21]1[CH:26]=[CH:25][CH:24]=[CH:23][CH:22]=1)(=O)[C:14]1[CH:19]=[CH:18][CH:17]=[CH:16][CH:15]=1.C[O-].[Na+].O. Product: [CH:2]12[CH2:3][CH:4]([CH2:5][CH2:6]1)[CH2:7][CH:1]2[C:8]1[CH:12]=[CH:11][C:10](=[C:13]([C:14]2[CH:19]=[CH:18][CH:17]=[CH:16][CH:15]=2)[C:21]2[CH:26]=[CH:25][CH:24]=[CH:23][CH:22]=2)[CH:9]=1. The catalyst class is: 621.